This data is from Forward reaction prediction with 1.9M reactions from USPTO patents (1976-2016). The task is: Predict the product of the given reaction. (1) Given the reactants [CH3:1][C:2]1[NH:6][C:5]2[CH:7]=[CH:8][CH:9]=[CH:10][C:4]=2[N:3]=1.[Cl:11][C:12]1[CH:20]=[CH:19][CH:18]=[CH:17][C:13]=1[C:14](Cl)=[O:15].O.N1CCOCC1, predict the reaction product. The product is: [Cl:11][C:12]1[CH:20]=[CH:19][CH:18]=[CH:17][C:13]=1[C:14](=[O:15])[CH:1]=[C:2]1[NH:6][C:5]2[CH:7]=[CH:8][CH:9]=[CH:10][C:4]=2[NH:3]1. (2) Given the reactants [O:1]=[C:2]1[C:11]2[CH:10]=[CH:9][CH:8]=[CH:7][C:6]=2[NH:5][C:4]2=[C:12]([CH:15]=O)[CH:13]=[N:14][N:3]12.Cl.[NH2:18][OH:19], predict the reaction product. The product is: [O:1]=[C:2]1[C:11]2[CH:10]=[CH:9][CH:8]=[CH:7][C:6]=2[NH:5][C:4]2=[C:12]([CH:15]=[N:18][OH:19])[CH:13]=[N:14][N:3]12. (3) The product is: [CH3:1][N:2]1[C:6]([CH3:7])=[C:5]([N:8]2[C:12](=[O:13])[N:11]([CH3:14])[N:10]=[N:9]2)[CH:4]=[N:3]1. Given the reactants [CH3:1][N:2]1[C:6]([CH3:7])=[C:5]([N:8]2[C:12](=[O:13])[NH:11][N:10]=[N:9]2)[CH:4]=[N:3]1.[C:14](=O)([O-])[O-].[K+].[K+].S(OC)(OC)(=O)=O.C(=O)(O)[O-].[Na+], predict the reaction product. (4) The product is: [CH3:61][O:63][C:26]1[CH:31]=[CH:30][C:29]([NH:21][C:2]2[CH:11]=[CH:10][N:9]=[C:8]3[C:3]=2[C:4]2[CH:16]=[CH:15][CH:14]=[CH:13][C:5]=2[C:6](=[O:12])[NH:7]3)=[CH:28][CH:27]=1. Given the reactants Cl[C:2]1[CH:11]=[CH:10][N:9]=[C:8]2[C:3]=1[C:4]1[CH:16]=[CH:15][CH:14]=[CH:13][C:5]=1[C:6](=[O:12])[NH:7]2.COC1C=CC=CC=1[NH2:21].[CH:26]1(P([CH:26]2[CH2:31][CH2:30][CH2:29][CH2:28][CH2:27]2)C2C=CC=CC=2C2C(C(C)C)=CC(C(C)C)=CC=2C(C)C)[CH2:31][CH2:30][CH2:29][CH2:28][CH2:27]1.C[C:61](C)([O-:63])C.[Na+], predict the reaction product. (5) Given the reactants [OH:1][N:2]=[C:3](Cl)[C:4]1[CH:9]=[CH:8][CH:7]=[N:6][CH:5]=1.[C:11]([C:13]1[CH:18]=[CH:17][CH:16]=[CH:15][C:14]=1[F:19])#[CH:12].N, predict the reaction product. The product is: [F:19][C:14]1[CH:15]=[CH:16][CH:17]=[CH:18][C:13]=1[C:11]1[O:1][N:2]=[C:3]([C:4]2[CH:5]=[N:6][CH:7]=[CH:8][CH:9]=2)[CH:12]=1. (6) Given the reactants [NH:1]1[CH2:5][CH2:4][C@@H:3]([CH2:6][C:7]2[N:11]3[C:12]4[CH:18]=[CH:17][N:16]([S:19]([C:22]5[CH:28]=[CH:27][C:25]([CH3:26])=[CH:24][CH:23]=5)(=[O:21])=[O:20])[C:13]=4[N:14]=[CH:15][C:10]3=[N:9][N:8]=2)[CH2:2]1.Cl[C:30]1[CH:35]=[N:34][C:33]([C:36]#[N:37])=[CH:32][N:31]=1.CCN(C(C)C)C(C)C.C(Cl)Cl, predict the reaction product. The product is: [S:19]([N:16]1[C:13]2[N:14]=[CH:15][C:10]3[N:11]([C:7]([CH2:6][C@@H:3]4[CH2:4][CH2:5][N:1]([C:30]5[N:31]=[CH:32][C:33]([C:36]#[N:37])=[N:34][CH:35]=5)[CH2:2]4)=[N:8][N:9]=3)[C:12]=2[CH:18]=[CH:17]1)([C:22]1[CH:23]=[CH:24][C:25]([CH3:26])=[CH:27][CH:28]=1)(=[O:21])=[O:20]. (7) Given the reactants [CH:1]1([C:9]([N:11]2[CH2:16][CH2:15][N:14]([CH:17]3[CH2:22][CH2:21][CH2:20][CH2:19][CH2:18]3)[CH2:13][CH2:12]2)=[O:10])[C:3]2([CH2:8][CH2:7][NH:6][CH2:5][CH2:4]2)[CH2:2]1.[CH3:23][N:24]1[CH2:29][CH2:28][C:27](=O)[CH2:26][CH2:25]1, predict the reaction product. The product is: [CH:17]1([N:14]2[CH2:15][CH2:16][N:11]([C:9]([CH:1]3[C:3]4([CH2:8][CH2:7][N:6]([CH:27]5[CH2:28][CH2:29][N:24]([CH3:23])[CH2:25][CH2:26]5)[CH2:5][CH2:4]4)[CH2:2]3)=[O:10])[CH2:12][CH2:13]2)[CH2:18][CH2:19][CH2:20][CH2:21][CH2:22]1. (8) Given the reactants [C:1]([O:5][C:6](=[O:20])[NH:7][C@@H:8]([CH2:11][O:12][Si:13]([C:16]([CH3:19])([CH3:18])[CH3:17])([CH3:15])[CH3:14])[CH2:9][OH:10])([CH3:4])([CH3:3])[CH3:2].C([O:23][CH2:24][CH3:25])=C.[I:26]N1C(=O)CCC1=O.[Cl-].[Na+].[C:36](#N)[CH3:37], predict the reaction product. The product is: [C:1]([O:5][C:6](=[O:20])[NH:7][C@@H:8]([CH:9]([O:23][CH2:24][CH2:25][I:26])[O:10][CH2:36][CH3:37])[CH2:11][O:12][Si:13]([C:16]([CH3:19])([CH3:18])[CH3:17])([CH3:14])[CH3:15])([CH3:4])([CH3:2])[CH3:3].